This data is from Full USPTO retrosynthesis dataset with 1.9M reactions from patents (1976-2016). The task is: Predict the reactants needed to synthesize the given product. (1) Given the product [O:49]1[CH:50]=[C:46]([C:16]2[CH:17]=[CH:18][C:13]([CH2:12][N:11]3[C:10]4[CH:28]=[CH:29][C:30]([O:32][CH2:33][C:34]5[CH:43]=[CH:42][C:41]6[C:36](=[CH:37][CH:38]=[CH:39][CH:40]=6)[N:35]=5)=[CH:31][C:9]=4[N:8]=[C:7]3[CH2:6][C:2]([CH3:44])([CH3:1])[C:3]([OH:5])=[O:4])=[CH:14][CH:15]=2)[CH:47]=[N:48]1, predict the reactants needed to synthesize it. The reactants are: [CH3:1][C:2]([CH3:44])([CH2:6][C:7]1[N:11]([CH2:12][C:13]2[CH:18]=[CH:17][C:16](B3OC(C)(C)C(C)(C)O3)=[CH:15][CH:14]=2)[C:10]2[CH:28]=[CH:29][C:30]([O:32][CH2:33][C:34]3[CH:43]=[CH:42][C:41]4[C:36](=[CH:37][CH:38]=[CH:39][CH:40]=4)[N:35]=3)=[CH:31][C:9]=2[N:8]=1)[C:3]([OH:5])=[O:4].Br[C:46]1[CH:47]=[N:48][O:49][CH:50]=1. (2) The reactants are: Br[C:2]1[CH:3]=[C:4]([CH2:8][CH2:9][CH2:10][C:11]2[N:15]([CH2:16][CH3:17])[C:14](=[O:18])[N:13]([CH2:19][C:20]3[CH:25]=[CH:24][C:23]([C:26]([CH3:29])([CH3:28])[CH3:27])=[CH:22][CH:21]=3)[N:12]=2)[CH:5]=[CH:6][CH:7]=1.C(=O)([O-])[O-].[K+].[K+].[NH2:36][C:37]1[CH:38]=[N:39][C:40](Br)=[CH:41][CH:42]=1. Given the product [NH2:36][C:37]1[CH:42]=[CH:41][C:40]([C:2]2[CH:3]=[C:4]([CH2:8][CH2:9][CH2:10][C:11]3[N:15]([CH2:16][CH3:17])[C:14](=[O:18])[N:13]([CH2:19][C:20]4[CH:21]=[CH:22][C:23]([C:26]([CH3:29])([CH3:27])[CH3:28])=[CH:24][CH:25]=4)[N:12]=3)[CH:5]=[CH:6][CH:7]=2)=[N:39][CH:38]=1, predict the reactants needed to synthesize it. (3) Given the product [C:3]1([C:22]2[CH:23]=[CH:24][C:25]3[CH2:31][CH2:30][C:29]4[C:33]([OH:39])=[CH:34][C:35]([OH:37])=[CH:36][C:28]=4[O:27][C:26]=3[CH:41]=2)[CH:13]=[CH:7][CH:6]=[CH:5][CH:4]=1, predict the reactants needed to synthesize it. The reactants are: CO[C:3]1[C:13]2CC[C:4]3[CH:5]=[CH:6][C:7](Br)=[CH:13][C:3]=3O[C:7]=2[CH:6]=[C:5](OC)[CH:4]=1.Br[C:22]1[CH:23]=[CH:24][C:25]2[CH2:31][C:30](=O)[C:29]3[C:33]([O:39]C)=[CH:34][C:35]([O:37]C)=[CH:36][C:28]=3[O:27][C:26]=2[CH:41]=1.C1(B(O)O)C=CC=CC=1.C(=O)([O-])[O-].[K+].[K+].